The task is: Predict the reaction yield, written as a fraction of the theoretical maximum amount of product (1.0 means a 100% yield; for example, 0.34 means a 34% yield).. This data is from Reaction yield outcomes from USPTO patents with 853,638 reactions. The reactants are [Cl:1][C:2]1[N:7]=[C:6]([O:8][C:9]2[CH:10]=[C:11]([CH:14]=[C:15]([CH3:17])[CH:16]=2)[CH:12]=O)[C:5]([CH:18]([CH3:20])[CH3:19])=[C:4]([Cl:21])[N:3]=1.Cl.[OH:23][NH2:24].C(N(CC)CC)C. The catalyst is C(O)C. The product is [Cl:1][C:2]1[N:7]=[C:6]([O:8][C:9]2[CH:10]=[C:11]([CH:14]=[C:15]([CH3:17])[CH:16]=2)[CH:12]=[N:24][OH:23])[C:5]([CH:18]([CH3:20])[CH3:19])=[C:4]([Cl:21])[N:3]=1. The yield is 0.370.